Dataset: Catalyst prediction with 721,799 reactions and 888 catalyst types from USPTO. Task: Predict which catalyst facilitates the given reaction. (1) Reactant: C(OC([NH:8][C:9]1[O:17][C:16]2[C:11](=[N:12][CH:13]=[C:14]([CH:18]3[CH2:23][CH2:22][O:21][CH2:20][CH2:19]3)[CH:15]=2)[C:10]=1[C:24]([NH:26][C:27]1[CH:28]=[N:29][S:30][C:31]=1[N:32]1[CH2:37][C@H:36]([C:38]([F:41])([F:40])[F:39])[CH2:35][C@H:34]([NH:42]C(=O)OC(C)(C)C)[CH2:33]1)=[O:25])=O)(C)(C)C.C(O)(C(F)(F)F)=O. Product: [NH2:8][C:9]1[O:17][C:16]2[C:11](=[N:12][CH:13]=[C:14]([CH:18]3[CH2:23][CH2:22][O:21][CH2:20][CH2:19]3)[CH:15]=2)[C:10]=1[C:24]([NH:26][C:27]1[CH:28]=[N:29][S:30][C:31]=1[N:32]1[CH2:37][C@H:36]([C:38]([F:40])([F:41])[F:39])[CH2:35][C@H:34]([NH2:42])[CH2:33]1)=[O:25]. The catalyst class is: 2. (2) Reactant: [CH2:1]([O:3][C:4]1[CH:5]=[C:6]([C:12]([C:14]2[CH:19]=[CH:18][C:17]([O:20][CH3:21])=[C:16]([N+:22]([O-])=O)[CH:15]=2)=[CH2:13])[CH:7]=[CH:8][C:9]=1[O:10][CH3:11])[CH3:2].O.O.[Sn](Cl)Cl.[OH-].[Na+]. Product: [CH2:1]([O:3][C:4]1[CH:5]=[C:6]([C:12]([C:14]2[CH:19]=[CH:18][C:17]([O:20][CH3:21])=[C:16]([NH2:22])[CH:15]=2)=[CH2:13])[CH:7]=[CH:8][C:9]=1[O:10][CH3:11])[CH3:2]. The catalyst class is: 336.